Dataset: NCI-60 drug combinations with 297,098 pairs across 59 cell lines. Task: Regression. Given two drug SMILES strings and cell line genomic features, predict the synergy score measuring deviation from expected non-interaction effect. (1) Drug 1: CC(C1=C(C=CC(=C1Cl)F)Cl)OC2=C(N=CC(=C2)C3=CN(N=C3)C4CCNCC4)N. Drug 2: C1=CC(=CC=C1CC(C(=O)O)N)N(CCCl)CCCl.Cl. Cell line: DU-145. Synergy scores: CSS=4.86, Synergy_ZIP=-0.178, Synergy_Bliss=4.76, Synergy_Loewe=-0.415, Synergy_HSA=1.73. (2) Drug 1: CCCCC(=O)OCC(=O)C1(CC(C2=C(C1)C(=C3C(=C2O)C(=O)C4=C(C3=O)C=CC=C4OC)O)OC5CC(C(C(O5)C)O)NC(=O)C(F)(F)F)O. Drug 2: COC1=C2C(=CC3=C1OC=C3)C=CC(=O)O2. Cell line: HOP-62. Synergy scores: CSS=52.8, Synergy_ZIP=7.06, Synergy_Bliss=5.01, Synergy_Loewe=-14.1, Synergy_HSA=3.21. (3) Drug 1: C1CC(=O)NC(=O)C1N2CC3=C(C2=O)C=CC=C3N. Drug 2: C1=CC(=C2C(=C1NCCNCCO)C(=O)C3=C(C=CC(=C3C2=O)O)O)NCCNCCO. Cell line: SNB-75. Synergy scores: CSS=55.5, Synergy_ZIP=0.161, Synergy_Bliss=0.661, Synergy_Loewe=-27.8, Synergy_HSA=4.21.